Dataset: NCI-60 drug combinations with 297,098 pairs across 59 cell lines. Task: Regression. Given two drug SMILES strings and cell line genomic features, predict the synergy score measuring deviation from expected non-interaction effect. (1) Drug 1: CCC1(CC2CC(C3=C(CCN(C2)C1)C4=CC=CC=C4N3)(C5=C(C=C6C(=C5)C78CCN9C7C(C=CC9)(C(C(C8N6C)(C(=O)OC)O)OC(=O)C)CC)OC)C(=O)OC)O.OS(=O)(=O)O. Drug 2: CC12CCC3C(C1CCC2O)C(CC4=C3C=CC(=C4)O)CCCCCCCCCS(=O)CCCC(C(F)(F)F)(F)F. Cell line: LOX IMVI. Synergy scores: CSS=5.39, Synergy_ZIP=0.871, Synergy_Bliss=7.98, Synergy_Loewe=-0.345, Synergy_HSA=2.35. (2) Drug 2: CC(C)CN1C=NC2=C1C3=CC=CC=C3N=C2N. Synergy scores: CSS=16.8, Synergy_ZIP=-4.62, Synergy_Bliss=-1.37, Synergy_Loewe=-12.8, Synergy_HSA=-4.77. Drug 1: CC1C(C(=O)NC(C(=O)N2CCCC2C(=O)N(CC(=O)N(C(C(=O)O1)C(C)C)C)C)C(C)C)NC(=O)C3=C4C(=C(C=C3)C)OC5=C(C(=O)C(=C(C5=N4)C(=O)NC6C(OC(=O)C(N(C(=O)CN(C(=O)C7CCCN7C(=O)C(NC6=O)C(C)C)C)C)C(C)C)C)N)C. Cell line: HCC-2998. (3) Drug 1: C1CCN(CC1)CCOC2=CC=C(C=C2)C(=O)C3=C(SC4=C3C=CC(=C4)O)C5=CC=C(C=C5)O. Drug 2: CC1=C(C=C(C=C1)NC2=NC=CC(=N2)N(C)C3=CC4=NN(C(=C4C=C3)C)C)S(=O)(=O)N.Cl. Cell line: SR. Synergy scores: CSS=1.80, Synergy_ZIP=-0.862, Synergy_Bliss=-3.94, Synergy_Loewe=-4.24, Synergy_HSA=-4.41. (4) Drug 1: CCCS(=O)(=O)NC1=C(C(=C(C=C1)F)C(=O)C2=CNC3=C2C=C(C=N3)C4=CC=C(C=C4)Cl)F. Drug 2: CC1=C2C(C(=O)C3(C(CC4C(C3C(C(C2(C)C)(CC1OC(=O)C(C(C5=CC=CC=C5)NC(=O)OC(C)(C)C)O)O)OC(=O)C6=CC=CC=C6)(CO4)OC(=O)C)OC)C)OC. Cell line: HT29. Synergy scores: CSS=72.0, Synergy_ZIP=1.91, Synergy_Bliss=1.34, Synergy_Loewe=3.60, Synergy_HSA=5.56.